From a dataset of Forward reaction prediction with 1.9M reactions from USPTO patents (1976-2016). Predict the product of the given reaction. (1) Given the reactants [F:1][C:2]1[CH:3]=[CH:4][C:5]([CH3:9])=[C:6]([NH2:8])[CH:7]=1.[C:10](Cl)([CH3:12])=[O:11].O, predict the reaction product. The product is: [F:1][C:2]1[CH:3]=[CH:4][C:5]([CH3:9])=[C:6]([NH:8][C:10](=[O:11])[CH3:12])[CH:7]=1. (2) Given the reactants [CH3:1][O:2][C:3]([C:5]1[CH:6]=[C:7]([Cl:26])[CH:8]=[C:9]2[C:14]=1[NH:13][CH:12]([C:15]1[CH:20]=[CH:19][CH:18]=[C:17]([N+:21]([O-])=O)[CH:16]=1)[C:11]([CH3:25])([CH3:24])[CH2:10]2)=[O:4], predict the reaction product. The product is: [CH3:1][O:2][C:3]([C:5]1[CH:6]=[C:7]([Cl:26])[CH:8]=[C:9]2[C:14]=1[NH:13][CH:12]([C:15]1[CH:20]=[CH:19][CH:18]=[C:17]([NH2:21])[CH:16]=1)[C:11]([CH3:24])([CH3:25])[CH2:10]2)=[O:4].